This data is from Full USPTO retrosynthesis dataset with 1.9M reactions from patents (1976-2016). The task is: Predict the reactants needed to synthesize the given product. Given the product [CH2:29]([O:28][C:26]([N:11]1[CH2:10][CH2:9][C:8]([C:5]2[CH:6]=[CH:7][C:2]([Cl:1])=[C:3]([C:15]([F:18])([F:16])[F:17])[CH:4]=2)([OH:14])[CH2:13][CH2:12]1)=[O:27])[CH3:30], predict the reactants needed to synthesize it. The reactants are: [Cl:1][C:2]1[CH:7]=[CH:6][C:5]([C:8]2([OH:14])[CH2:13][CH2:12][NH:11][CH2:10][CH2:9]2)=[CH:4][C:3]=1[C:15]([F:18])([F:17])[F:16].N1C=CC=CC=1.Cl[C:26]([O:28][CH2:29][CH3:30])=[O:27].